From a dataset of Reaction yield outcomes from USPTO patents with 853,638 reactions. Predict the reaction yield, written as a fraction of the theoretical maximum amount of product (1.0 means a 100% yield; for example, 0.34 means a 34% yield). (1) The reactants are [OH-].[Na+].O.NN.[C:6]([C:9]1[CH:14]=[CH:13][CH:12]=[C:11]([C:15](=O)[CH3:16])[N:10]=1)(=O)[CH3:7]. The catalyst is C(O)COCCO. The product is [CH2:6]([C:9]1[CH:14]=[CH:13][CH:12]=[C:11]([CH2:15][CH3:16])[N:10]=1)[CH3:7]. The yield is 0.580. (2) The reactants are [C:1]([C:4]1[C:5](=O)[NH:6][C:7](=[O:10])[NH:8][CH:9]=1)(=[O:3])[CH3:2].[C:12](=[O:15])([O-])[O-].[K+].[K+].[CH2:18](Br)[C:19]1[CH:24]=[CH:23][CH:22]=[CH:21][CH:20]=1. The catalyst is CN(C=O)C. The product is [C:1]([C:4]1[C:12](=[O:15])[N:8]([CH2:9][C:19]2[CH:24]=[CH:23][CH:22]=[CH:21][CH:20]=2)[C:7](=[O:10])[N:6]([CH2:18][C:19]2[CH:24]=[CH:23][CH:22]=[CH:21][CH:20]=2)[CH:5]=1)(=[O:3])[CH3:2]. The yield is 0.798. (3) The reactants are [NH2:1][C:2]1[N:3]=[CH:4][NH:5][C:6]=1[C:7]([NH2:9])=[O:8].[CH:10](=O)[CH2:11][CH2:12][CH2:13][CH3:14].C([BH3-])#N.[Na+]. The catalyst is CO. The product is [CH2:10]([NH:1][C:2]1[N:3]=[CH:4][NH:5][C:6]=1[C:7]([NH2:9])=[O:8])[CH2:11][CH2:12][CH2:13][CH3:14]. The yield is 0.631. (4) The reactants are [Br:1][C:2]1[C:7]([CH2:8][OH:9])=[CH:6][C:5]([OH:10])=[C:4]([F:11])[CH:3]=1.[O:12]1[CH:17]=[CH:16][CH2:15][CH2:14][CH2:13]1. The catalyst is C(Cl)Cl.C12(CS(O)(=O)=O)C(C)(C)C(CC1)CC2=O. The product is [Br:1][C:2]1[C:7]([CH2:8][O:9][CH:13]2[CH2:14][CH2:15][CH2:16][CH2:17][O:12]2)=[CH:6][C:5]([O:10][CH:17]2[CH2:16][CH2:15][CH2:14][CH2:13][O:12]2)=[C:4]([F:11])[CH:3]=1. The yield is 0.830. (5) The reactants are [F:1][C:2]([F:9])([F:8])/[CH:3]=[CH:4]/[C:5](O)=[O:6].C(Cl)(=O)C(Cl)=O.[N:16]1([C:22]2[CH:27]=[C:26]([C:28](=[O:30])[CH3:29])[CH:25]=[CH:24][N:23]=2)[CH2:21][CH2:20][NH:19][CH2:18][CH2:17]1.CCN(C(C)C)C(C)C. The catalyst is ClCCl.CN(C=O)C. The product is [C:28]([C:26]1[CH:25]=[CH:24][N:23]=[C:22]([N:16]2[CH2:17][CH2:18][N:19]([C:5](=[O:6])/[CH:4]=[CH:3]/[C:2]([F:9])([F:8])[F:1])[CH2:20][CH2:21]2)[CH:27]=1)(=[O:30])[CH3:29]. The yield is 0.470. (6) The reactants are [CH2:1]([C:8]1[CH:9]=[C:10]([NH:14][C:15]2[N:23]=[CH:22][C:21]([F:24])=[CH:20][C:16]=2[C:17]([OH:19])=O)[CH:11]=[CH:12][CH:13]=1)[C:2]1[CH:7]=[CH:6][CH:5]=[CH:4][CH:3]=1.[NH2:25][C@@H:26]1[CH2:31][CH2:30][C@H:29]([NH:32][C:33]([C:35]2[N:36]=[C:37]3[CH:42]=[CH:41][CH:40]=[CH:39][N:38]3[CH:43]=2)=[O:34])[CH2:28][CH2:27]1.C(N(CC)CC)C. The catalyst is C(#N)C. The product is [CH2:1]([C:8]1[CH:9]=[C:10]([NH:14][C:15]2[C:16]([C:17]([NH:25][C@@H:26]3[CH2:27][CH2:28][C@H:29]([NH:32][C:33]([C:35]4[N:36]=[C:37]5[CH:42]=[CH:41][CH:40]=[CH:39][N:38]5[CH:43]=4)=[O:34])[CH2:30][CH2:31]3)=[O:19])=[CH:20][C:21]([F:24])=[CH:22][N:23]=2)[CH:11]=[CH:12][CH:13]=1)[C:2]1[CH:7]=[CH:6][CH:5]=[CH:4][CH:3]=1. The yield is 0.470.